From a dataset of Full USPTO retrosynthesis dataset with 1.9M reactions from patents (1976-2016). Predict the reactants needed to synthesize the given product. (1) Given the product [CH2:1]([C:8]1[CH:9]=[N:10][C:11]2[C:16]([C:17]=1[C:18]1[CH:19]=[C:20]([NH:24][CH2:32][C:31]3[CH:34]=[C:35]([F:38])[CH:36]=[CH:37][C:30]=3[F:29])[CH:21]=[CH:22][CH:23]=1)=[CH:15][CH:14]=[CH:13][C:12]=2[C:25]([F:28])([F:26])[F:27])[C:2]1[CH:3]=[CH:4][CH:5]=[CH:6][CH:7]=1, predict the reactants needed to synthesize it. The reactants are: [CH2:1]([C:8]1[CH:9]=[N:10][C:11]2[C:16]([C:17]=1[C:18]1[CH:19]=[C:20]([NH2:24])[CH:21]=[CH:22][CH:23]=1)=[CH:15][CH:14]=[CH:13][C:12]=2[C:25]([F:28])([F:27])[F:26])[C:2]1[CH:7]=[CH:6][CH:5]=[CH:4][CH:3]=1.[F:29][C:30]1[CH:37]=[CH:36][C:35]([F:38])=[CH:34][C:31]=1[CH:32]=O. (2) Given the product [CH2:1]([N:8]1[CH2:13][CH2:12][N:11]2[CH2:14][C@H:15]([O:17][C:25]3[CH:30]=[N:29][C:28]([CH:31]4[CH2:33][CH2:32]4)=[CH:27][N:26]=3)[CH2:16][C@H:10]2[CH2:9]1)[C:2]1[CH:3]=[CH:4][CH:5]=[CH:6][CH:7]=1, predict the reactants needed to synthesize it. The reactants are: [CH2:1]([N:8]1[CH2:13][CH2:12][N:11]2[CH2:14][C@H:15]([OH:17])[CH2:16][C@H:10]2[CH2:9]1)[C:2]1[CH:7]=[CH:6][CH:5]=[CH:4][CH:3]=1.CC(C)([O-])C.[K+].Br[C:25]1[CH:30]=[N:29][C:28]([CH:31]2[CH2:33][CH2:32]2)=[CH:27][N:26]=1. (3) The reactants are: [C:1]([O:5][C:6](=[O:17])[NH:7][CH2:8][CH2:9][C:10]1[CH:15]=[CH:14][CH:13]=[C:12]([OH:16])[CH:11]=1)([CH3:4])([CH3:3])[CH3:2].C(=O)([O-])[O-].[K+].[K+].[I-].[K+].CS(O[CH2:31][CH2:32][C:33]1[CH:38]=[CH:37][C:36]([O:39][CH2:40][C:41]2[CH:46]=[CH:45][CH:44]=[CH:43][CH:42]=2)=[C:35]([C@@H:47]([C:57]2[CH:62]=[CH:61][CH:60]=[CH:59][CH:58]=2)[CH2:48][CH2:49][N:50]([CH:54]([CH3:56])[CH3:55])[CH:51]([CH3:53])[CH3:52])[CH:34]=1)(=O)=O. Given the product [NH3:7].[C:1]([O:5][C:6](=[O:17])[NH:7][CH2:8][CH2:9][C:10]1[CH:15]=[CH:14][CH:13]=[C:12]([O:16][CH2:31][CH2:32][C:33]2[CH:38]=[CH:37][C:36]([O:39][CH2:40][C:41]3[CH:46]=[CH:45][CH:44]=[CH:43][CH:42]=3)=[C:35]([C@@H:47]([C:57]3[CH:58]=[CH:59][CH:60]=[CH:61][CH:62]=3)[CH2:48][CH2:49][N:50]([CH:54]([CH3:55])[CH3:56])[CH:51]([CH3:52])[CH3:53])[CH:34]=2)[CH:11]=1)([CH3:4])([CH3:2])[CH3:3], predict the reactants needed to synthesize it. (4) Given the product [NH2:26][C:6]1[CH:5]=[CH:4][C:3]([O:2][CH3:1])=[CH:25][C:7]=1[C:8]([NH:10][C:11]1[CH:24]=[CH:23][C:14]2[O:15][C:16]([F:22])([F:21])[C:17]([F:19])([F:20])[O:18][C:13]=2[CH:12]=1)=[O:9], predict the reactants needed to synthesize it. The reactants are: [CH3:1][O:2][C:3]1[CH:4]=[CH:5][C:6]([N+:26]([O-])=O)=[C:7]([CH:25]=1)[C:8]([NH:10][C:11]1[CH:24]=[CH:23][C:14]2[O:15][C:16]([F:22])([F:21])[C:17]([F:20])([F:19])[O:18][C:13]=2[CH:12]=1)=[O:9]. (5) Given the product [CH3:20][C:16]([CH3:21])([CH:17]([CH3:19])[CH3:18])[CH2:15][OH:14].[CH3:20][C:16]([CH3:21])([CH:17]([CH3:19])[CH3:18])[CH2:15][OH:14], predict the reactants needed to synthesize it. The reactants are: [H-].[H-].[H-].[H-].[Li+].[Al+3].CCOCC.C([O:14][C:15](=O)[C:16]([CH3:21])([CH3:20])[CH:17]([CH3:19])[CH3:18])C. (6) The reactants are: O.Cl.[Cl:3][C:4]1[CH:22]=[C:21]([N+:23]([O-])=O)[CH:20]=[CH:19][C:5]=1[NH:6][C:7]([CH3:18])([CH3:17])[CH2:8][C:9]1[CH:14]=[CH:13][C:12]([Cl:15])=[C:11]([F:16])[CH:10]=1.CCN(CC)CC. Given the product [Cl:3][C:4]1[CH:22]=[C:21]([NH2:23])[CH:20]=[CH:19][C:5]=1[NH:6][C:7]([CH3:18])([CH3:17])[CH2:8][C:9]1[CH:14]=[CH:13][C:12]([Cl:15])=[C:11]([F:16])[CH:10]=1, predict the reactants needed to synthesize it.